From a dataset of Reaction yield outcomes from USPTO patents with 853,638 reactions. Predict the reaction yield, written as a fraction of the theoretical maximum amount of product (1.0 means a 100% yield; for example, 0.34 means a 34% yield). The reactants are C([O:3][C:4]([C@H:6]1[C@@H:11]([N:12]([CH2:33][CH2:34][CH:35]2[CH2:37][CH2:36]2)[C:13](=[O:32])[CH2:14][C:15]2[NH:20][C:19]3[CH:21]=[CH:22][C:23]([NH:25][S:26]([CH3:29])(=[O:28])=[O:27])=[CH:24][C:18]=3[S:17](=[O:31])(=[O:30])[N:16]=2)[C@H:10]2[CH2:38][C@@H:7]1[CH2:8][CH2:9]2)=O)C.[O-]CC.[Na+].Cl. The catalyst is C(O)C. The product is [CH:35]1([CH2:34][CH2:33][N:12]2[C:13](=[O:32])[C:14]([C:15]3[NH:20][C:19]4[CH:21]=[CH:22][C:23]([NH:25][S:26]([CH3:29])(=[O:27])=[O:28])=[CH:24][C:18]=4[S:17](=[O:30])(=[O:31])[N:16]=3)=[C:4]([OH:3])[C@H:6]3[C@@H:11]2[C@H:10]2[CH2:38][C@@H:7]3[CH2:8][CH2:9]2)[CH2:36][CH2:37]1. The yield is 0.229.